Task: Predict the reaction yield, written as a fraction of the theoretical maximum amount of product (1.0 means a 100% yield; for example, 0.34 means a 34% yield).. Dataset: Reaction yield outcomes from USPTO patents with 853,638 reactions (1) The reactants are C([O:8][C:9]1[CH:14]=[CH:13][C:12]([S:15]([NH:18][CH2:19][C@H:20]([N:25]2[CH2:30][CH2:29][N:28]([S:31]([CH3:34])(=[O:33])=[O:32])[CH2:27][CH2:26]2)[C:21]([O:23][CH3:24])=[O:22])(=[O:17])=[O:16])=[CH:11][CH:10]=1)C1C=CC=CC=1. The catalyst is C(O)C.O1CCOCC1.C(O)(=O)C.[Pd]. The product is [OH:8][C:9]1[CH:14]=[CH:13][C:12]([S:15]([NH:18][CH2:19][C@H:20]([N:25]2[CH2:26][CH2:27][N:28]([S:31]([CH3:34])(=[O:33])=[O:32])[CH2:29][CH2:30]2)[C:21]([O:23][CH3:24])=[O:22])(=[O:16])=[O:17])=[CH:11][CH:10]=1. The yield is 1.00. (2) The reactants are [OH:1][N:2]1[C:6](=[O:7])[C:5]2=[CH:8][CH:9]=[CH:10][CH:11]=[C:4]2[C:3]1=[O:12].C1(P(C2C=CC=CC=2)C2C=CC=CC=2)C=CC=CC=1.[CH3:32][C:33]1([CH3:40])[O:37][C@@H:36]([CH2:38]O)[CH2:35][O:34]1.N(C(OCC)=O)=NC(OCC)=O. The catalyst is O1CCCC1. The product is [CH3:32][C:33]1([CH3:40])[O:37][C@@H:36]([CH2:38][O:1][N:2]2[C:3](=[O:12])[C:4]3[C:5](=[CH:8][CH:9]=[CH:10][CH:11]=3)[C:6]2=[O:7])[CH2:35][O:34]1. The yield is 0.970. (3) The reactants are [CH3:1][C:2]([CH3:30])([CH3:29])[C:3](=[O:28])[CH2:4][O:5][C:6]1[CH:11]=[CH:10][C:9]([C:12]([C:17]2[S:21][C:20]([S:22]([NH2:25])(=[O:24])=[O:23])=[C:19]([CH3:26])[CH:18]=2)([CH2:15][CH3:16])[CH2:13][CH3:14])=[CH:8][C:7]=1[CH3:27].CCN=C=NCCCN(C)C.[C:42](O)(=[O:45])[CH2:43][CH3:44]. The catalyst is CN(C1C=CN=CC=1)C.ClCCl. The product is [C:42]([NH:25][S:22]([C:20]1[S:21][C:17]([C:12]([C:9]2[CH:10]=[CH:11][C:6]([O:5][CH2:4][C:3](=[O:28])[C:2]([CH3:1])([CH3:29])[CH3:30])=[C:7]([CH3:27])[CH:8]=2)([CH2:13][CH3:14])[CH2:15][CH3:16])=[CH:18][C:19]=1[CH3:26])(=[O:24])=[O:23])(=[O:45])[CH2:43][CH3:44]. The yield is 0.920. (4) The reactants are [S:1]1[CH2:6][CH2:5][N:4]([CH2:7][C:8]2[CH:13]=[CH:12][C:11]([C:14]3[CH:19]=[CH:18][C:17]([CH2:20][CH2:21][C:22]([C:24]4[O:25][C:26]([C:29]5[N:34]=[C:33]([C:35]([O:37]C)=[O:36])[CH:32]=[CH:31][CH:30]=5)=[CH:27][N:28]=4)=[O:23])=[CH:16][CH:15]=3)=[CH:10][CH:9]=2)[CH2:3][CH2:2]1.[Li+].[OH-].Cl. The catalyst is C1COCC1.O.C(Cl)Cl. The product is [S:1]1[CH2:6][CH2:5][N:4]([CH2:7][C:8]2[CH:9]=[CH:10][C:11]([C:14]3[CH:19]=[CH:18][C:17]([CH2:20][CH2:21][C:22]([C:24]4[O:25][C:26]([C:29]5[N:34]=[C:33]([C:35]([OH:37])=[O:36])[CH:32]=[CH:31][CH:30]=5)=[CH:27][N:28]=4)=[O:23])=[CH:16][CH:15]=3)=[CH:12][CH:13]=2)[CH2:3][CH2:2]1. The yield is 0.870.